Dataset: Reaction yield outcomes from USPTO patents with 853,638 reactions. Task: Predict the reaction yield, written as a fraction of the theoretical maximum amount of product (1.0 means a 100% yield; for example, 0.34 means a 34% yield). (1) The reactants are [Si:1]([O:8][C@H:9]1[CH2:14][C@H:13]([OH:15])[C@@H:12]([C:16]2[N:20]([CH3:21])[N:19]=[CH:18][CH:17]=2)[CH2:11][CH2:10]1)([C:4]([CH3:7])([CH3:6])[CH3:5])([CH3:3])[CH3:2].C(N(CC)CC)C.[C:29](Cl)(=[O:36])[C:30]1[CH:35]=[CH:34][CH:33]=[CH:32][CH:31]=1. The catalyst is ClCCl. The product is [C:29]([O:15][C@H:13]1[CH2:14][C@H:9]([O:8][Si:1]([C:4]([CH3:7])([CH3:5])[CH3:6])([CH3:2])[CH3:3])[CH2:10][CH2:11][C@@H:12]1[C:16]1[N:20]([CH3:21])[N:19]=[CH:18][CH:17]=1)(=[O:36])[C:30]1[CH:35]=[CH:34][CH:33]=[CH:32][CH:31]=1. The yield is 0.720. (2) The reactants are Cl.[NH:2]1[CH2:5][CH:4]([OH:6])[CH2:3]1.[C:7](O[C:7]([O:9][C:10]([CH3:13])([CH3:12])[CH3:11])=[O:8])([O:9][C:10]([CH3:13])([CH3:12])[CH3:11])=[O:8].C(=O)(O)[O-].[Na+].O. The catalyst is O1CCOCC1. The product is [OH:6][CH:4]1[CH2:5][N:2]([C:7]([O:9][C:10]([CH3:13])([CH3:12])[CH3:11])=[O:8])[CH2:3]1. The yield is 0.810. (3) The reactants are C(N1C=CN=C1)(N1C=CN=C1)=O.[CH:13]1([C:19]2[C:20]3[CH:21]=[CH:22][C:23]([C:43]([OH:45])=O)=[CH:24][C:25]=3[N:26]3[CH2:32][C:31]([C:33]([O:35][CH3:36])=[O:34])=[CH:30][C:29]4[CH:37]=[C:38]([O:41][CH3:42])[CH:39]=[CH:40][C:28]=4[C:27]=23)[CH2:18][CH2:17][CH2:16][CH2:15][CH2:14]1.[S:46]([NH2:50])([NH2:49])(=[O:48])=[O:47].C1CCN2C(=NCCC2)CC1. The catalyst is C1COCC1.CCOC(C)=O.C(Cl)Cl. The product is [NH2:49][S:46]([NH:50][C:43]([C:23]1[CH:22]=[CH:21][C:20]2[C:19]([CH:13]3[CH2:14][CH2:15][CH2:16][CH2:17][CH2:18]3)=[C:27]3[C:28]4[CH:40]=[CH:39][C:38]([O:41][CH3:42])=[CH:37][C:29]=4[CH:30]=[C:31]([C:33]([O:35][CH3:36])=[O:34])[CH2:32][N:26]3[C:25]=2[CH:24]=1)=[O:45])(=[O:48])=[O:47]. The yield is 0.910. (4) The reactants are C[N:2](C)[CH:3]=[CH:4][C:5]([C:7]1[C:12](=[O:13])[CH:11]=[CH:10][N:9]([C:14]2[CH:19]=[CH:18][C:17]([N:20]3[CH2:25][CH2:24][O:23][CH2:22][CH2:21]3)=[CH:16][CH:15]=2)[N:8]=1)=O.[CH:27]1([NH:32]N)[CH2:31][CH2:30][CH2:29][CH2:28]1. The catalyst is CO. The product is [CH:27]1([N:32]2[C:5]([C:7]3[C:12](=[O:13])[CH:11]=[CH:10][N:9]([C:14]4[CH:15]=[CH:16][C:17]([N:20]5[CH2:21][CH2:22][O:23][CH2:24][CH2:25]5)=[CH:18][CH:19]=4)[N:8]=3)=[CH:4][CH:3]=[N:2]2)[CH2:31][CH2:30][CH2:29][CH2:28]1. The yield is 0.0900. (5) The reactants are [Br:1][C:2]1[C:3]([C:8](N(OC)C)=[O:9])=[N:4][N:5]([CH3:7])[CH:6]=1.[Cl:14][C:15]1[CH:20]=[CH:19][C:18]([Mg]Br)=[CH:17][CH:16]=1. The catalyst is O1CCCC1. The product is [Br:1][C:2]1[C:3]([C:8]([C:18]2[CH:19]=[CH:20][C:15]([Cl:14])=[CH:16][CH:17]=2)=[O:9])=[N:4][N:5]([CH3:7])[CH:6]=1. The yield is 0.840.